Predict the reactants needed to synthesize the given product. From a dataset of Full USPTO retrosynthesis dataset with 1.9M reactions from patents (1976-2016). (1) Given the product [CH2:1]([O:3][C:4]1[CH:5]=[C:6]([C:7]([O:9][CH3:10])=[O:8])[CH:11]=[CH:12][C:13]=1[C:19]1[CH:20]=[CH:21][C:16]([F:15])=[CH:17][CH:18]=1)[CH3:2], predict the reactants needed to synthesize it. The reactants are: [CH2:1]([O:3][C:4]1[CH:5]=[C:6]([CH:11]=[CH:12][C:13]=1I)[C:7]([O:9][CH3:10])=[O:8])[CH3:2].[F:15][C:16]1[CH:21]=[CH:20][C:19](B(O)O)=[CH:18][CH:17]=1. (2) Given the product [C:1]([O:5][C:6](=[O:19])[N:7]([C@H:9]1[CH2:10][CH2:11][C@H:12](/[CH:15]=[CH:16]/[CH2:17][OH:18])[CH2:13][CH2:14]1)[CH3:8])([CH3:2])([CH3:4])[CH3:3], predict the reactants needed to synthesize it. The reactants are: [C:1]([O:5][C:6](=[O:19])[N:7]([C@H:9]1[CH2:14][CH2:13][C@H:12]([C:15]#[C:16][CH2:17][OH:18])[CH2:11][CH2:10]1)[CH3:8])([CH3:4])([CH3:3])[CH3:2].COCCO[AlH2-]OCCOC.[Na+].OS([O-])(=O)=O.[K+]. (3) Given the product [NH2:8][C:9]1[S:13][C:12]([C:14]([N:16]([CH3:29])[CH2:17][CH2:18][CH2:19][N:20]([CH3:28])[C:21](=[O:27])[O:22][C:23]([CH3:26])([CH3:24])[CH3:25])=[O:15])=[C:11]([CH3:30])[CH:10]=1, predict the reactants needed to synthesize it. The reactants are: C(OC([NH:8][C:9]1[S:13][C:12]([C:14]([N:16]([CH3:29])[CH2:17][CH2:18][CH2:19][N:20]([CH3:28])[C:21](=[O:27])[O:22][C:23]([CH3:26])([CH3:25])[CH3:24])=[O:15])=[C:11]([CH3:30])[CH:10]=1)=O)(C)(C)C.FC(F)(F)C(O)=O.C(N(CC)CC)C.C(OC(OC(C)(C)C)=O)(OC(C)(C)C)=O.